This data is from Forward reaction prediction with 1.9M reactions from USPTO patents (1976-2016). The task is: Predict the product of the given reaction. (1) Given the reactants [F:1][C:2]1[C:7]([O:8]C)=[CH:6][CH:5]=[C:4]([O:10]C)[C:3]=1[C:12](=[O:21])[CH2:13][C:14]1[CH:19]=[CH:18][C:17]([F:20])=[CH:16][CH:15]=1.B(Br)(Br)Br.CO, predict the reaction product. The product is: [F:1][C:2]1[C:7]([OH:8])=[CH:6][CH:5]=[C:4]([OH:10])[C:3]=1[C:12](=[O:21])[CH2:13][C:14]1[CH:19]=[CH:18][C:17]([F:20])=[CH:16][CH:15]=1. (2) Given the reactants [CH2:1]([O:8][C:9]1[CH:19]=[C:12]2[C:13](=[O:18])[NH:14][CH2:15][CH2:16][CH2:17][N:11]2[N:10]=1)[C:2]1[CH:7]=[CH:6][CH:5]=[CH:4][CH:3]=1.BrC1C=CC=C([F:27])N=1.C[N:29]([CH3:33])[CH2:30][CH2:31]N.[O-]P([O-])([O-])=O.[K+].[K+].[K+].O1[CH2:47][CH2:46]OCC1, predict the reaction product. The product is: [CH2:1]([O:8][C:9]1[CH:19]=[C:12]2[C:13](=[O:18])[N:14]([C:33]3[CH:47]=[CH:46][C:31]([F:27])=[CH:30][N:29]=3)[CH2:15][CH2:16][CH2:17][N:11]2[N:10]=1)[C:2]1[CH:3]=[CH:4][CH:5]=[CH:6][CH:7]=1. (3) Given the reactants [OH:1][C:2]1[CH:3]=[N:4][CH:5]=[CH:6][CH:7]=1.Br[CH2:9][C:10]1[CH:28]=[CH:27][C:13]([CH2:14][N:15]2[CH2:19][C@@H:18]([C:20]3[CH:25]=[CH:24][CH:23]=[CH:22][CH:21]=3)[O:17][C:16]2=[O:26])=[CH:12][CH:11]=1.[H-].[Na+], predict the reaction product. The product is: [C:20]1([C@H:18]2[O:17][C:16](=[O:26])[N:15]([CH2:14][C:13]3[CH:12]=[CH:11][C:10]([CH2:9][O:1][C:2]4[CH:3]=[N:4][CH:5]=[CH:6][CH:7]=4)=[CH:28][CH:27]=3)[CH2:19]2)[CH:25]=[CH:24][CH:23]=[CH:22][CH:21]=1.